Dataset: Catalyst prediction with 721,799 reactions and 888 catalyst types from USPTO. Task: Predict which catalyst facilitates the given reaction. (1) Reactant: [F:1][C:2]([F:25])([C:18]1[CH:23]=[CH:22][C:21]([F:24])=[CH:20][N:19]=1)[C:3]1[N:12]=[C:11](SC)[C:10]2[C:5](=[C:6]([C:15]([NH2:17])=[O:16])[CH:7]=[CH:8][CH:9]=2)[N:4]=1.ClC1C=CC=C(C(OO)=O)C=1.S([O-])([O-])(=O)=S.[Na+].[Na+].C(=O)(O)[O-].[Na+].[CH3:49][C:50]1[NH:54][N:53]=[C:52]([NH2:55])[CH:51]=1. Product: [F:1][C:2]([F:25])([C:18]1[CH:23]=[CH:22][C:21]([F:24])=[CH:20][N:19]=1)[C:3]1[N:12]=[C:11]([NH:55][C:52]2[CH:51]=[C:50]([CH3:49])[NH:54][N:53]=2)[C:10]2[C:5](=[C:6]([C:15]([NH2:17])=[O:16])[CH:7]=[CH:8][CH:9]=2)[N:4]=1. The catalyst class is: 168. (2) Reactant: [CH3:1][O:2][C:3](=[O:12])[C:4]1[CH:9]=[CH:8][C:7]([CH2:10][OH:11])=[CH:6][CH:5]=1.Br[CH2:14][C:15]1[CH:16]=[C:17]([CH:20]=[CH:21][CH:22]=1)[C:18]#[N:19].[H-].[Na+]. Product: [CH3:1][O:2][C:3](=[O:12])[C:4]1[CH:9]=[CH:8][C:7]([CH2:10][O:11][CH2:14][C:15]2[CH:22]=[CH:21][CH:20]=[C:17]([C:18]#[N:19])[CH:16]=2)=[CH:6][CH:5]=1. The catalyst class is: 57. (3) Reactant: [H-].[Na+].[OH:3][C:4]1[CH:13]=[CH:12][C:7]([C:8]([O:10][CH3:11])=[O:9])=[CH:6][C:5]=1[O:14][CH3:15].FC(F)(F)S(O[CH2:22][CH2:23][O:24][C:25]([F:28])([F:27])[F:26])(=O)=O. The catalyst class is: 3. Product: [CH3:15][O:14][C:5]1[CH:6]=[C:7]([CH:12]=[CH:13][C:4]=1[O:3][CH2:22][CH2:23][O:24][C:25]([F:28])([F:27])[F:26])[C:8]([O:10][CH3:11])=[O:9].